Dataset: Catalyst prediction with 721,799 reactions and 888 catalyst types from USPTO. Task: Predict which catalyst facilitates the given reaction. (1) The catalyst class is: 5. Product: [Cl:18][C:13]1[CH:14]=[C:15]2[C:10](=[CH:11][CH:12]=1)[NH:9][C:8]([C:6]([OH:7])=[O:5])=[C:16]2[CH3:17]. Reactant: [OH-].[Na+].C([O:5][C:6]([C:8]1[NH:9][C:10]2[C:15]([C:16]=1[CH3:17])=[CH:14][C:13]([Cl:18])=[CH:12][CH:11]=2)=[O:7])C. (2) Reactant: [Cl:1][C:2]1[CH:10]=[C:9]([Cl:11])[C:5]([C:6]([OH:8])=[O:7])=[C:4]([N+:12]([O-:14])=[O:13])[C:3]=1[O:15][CH3:16].[CH3:17]C(C)=O.C([O-])([O-])=O.[K+].[K+].IC. Product: [Cl:1][C:2]1[CH:10]=[C:9]([Cl:11])[C:5]([C:6]([O:8][CH3:17])=[O:7])=[C:4]([N+:12]([O-:14])=[O:13])[C:3]=1[O:15][CH3:16]. The catalyst class is: 6. (3) Reactant: [OH:1][C:2]1[CH:7]=[C:6]([O:8][C:9]2[CH:14]=[CH:13][C:12]([C:15]([F:18])([F:17])[F:16])=[CH:11][N:10]=2)[CH:5]=[CH:4][C:3]=1[CH2:19][CH2:20][C:21]([O:23][CH2:24][CH3:25])=[O:22].[CH3:26][O:27][CH2:28][CH2:29]O.C(P(CCCC)CCCC)CCC.N(C(N1CCCCC1)=O)=NC(N1CCCCC1)=O. Product: [CH3:26][O:27][CH2:28][CH2:29][O:1][C:2]1[CH:7]=[C:6]([O:8][C:9]2[CH:14]=[CH:13][C:12]([C:15]([F:18])([F:16])[F:17])=[CH:11][N:10]=2)[CH:5]=[CH:4][C:3]=1[CH2:19][CH2:20][C:21]([O:23][CH2:24][CH3:25])=[O:22]. The catalyst class is: 7. (4) Reactant: [CH3:1][O:2][C:3]([C:5]1[N:6]=[C:7]([NH:10][C:11](=[O:28])[C@@H:12]([NH:20]C(OC(C)(C)C)=O)[CH2:13][C:14]2[CH:19]=[CH:18][CH:17]=[CH:16][CH:15]=2)[S:8][CH:9]=1)=[O:4].FC(F)(F)C(O)=O. Product: [CH3:1][O:2][C:3]([C:5]1[N:6]=[C:7]([NH:10][C:11](=[O:28])[C@@H:12]([NH2:20])[CH2:13][C:14]2[CH:19]=[CH:18][CH:17]=[CH:16][CH:15]=2)[S:8][CH:9]=1)=[O:4]. The catalyst class is: 4.